From a dataset of Full USPTO retrosynthesis dataset with 1.9M reactions from patents (1976-2016). Predict the reactants needed to synthesize the given product. (1) Given the product [C:21]([O:20][C:18]([NH:1][CH:2]1[CH:6]([OH:7])[CH2:5][N:4]([C:8]([O:10][CH2:11][C:12]2[CH:17]=[CH:16][CH:15]=[CH:14][CH:13]=2)=[O:9])[CH2:3]1)=[O:19])([CH3:24])([CH3:23])[CH3:22], predict the reactants needed to synthesize it. The reactants are: [NH2:1][C@H:2]1[C@H:6]([OH:7])[CH2:5][N:4]([C:8]([O:10][CH2:11][C:12]2[CH:17]=[CH:16][CH:15]=[CH:14][CH:13]=2)=[O:9])[CH2:3]1.[C:18](O[C:18]([O:20][C:21]([CH3:24])([CH3:23])[CH3:22])=[O:19])([O:20][C:21]([CH3:24])([CH3:23])[CH3:22])=[O:19].CCN(CC)CC. (2) Given the product [F:1][C:2]1[CH:7]=[CH:6][CH:5]=[CH:4][C:3]=1[N:8]1[C:12]([C:13]2[N:14]=[CH:15][N:16]([C:18]3[N:19]=[CH:20][C:21]([C:22]([N:39]4[CH2:40][C:37]5([CH2:34][O:35][CH2:36]5)[CH2:38]4)=[O:23])=[CH:25][CH:26]=3)[CH:17]=2)=[C:11]([CH3:27])[N:10]=[N:9]1, predict the reactants needed to synthesize it. The reactants are: [F:1][C:2]1[CH:7]=[CH:6][CH:5]=[CH:4][C:3]=1[N:8]1[C:12]([C:13]2[N:14]=[CH:15][N:16]([C:18]3[CH:26]=[CH:25][C:21]([C:22](O)=[O:23])=[CH:20][N:19]=3)[CH:17]=2)=[C:11]([CH3:27])[N:10]=[N:9]1.C([O-])(=O)C([O-])=O.[CH2:34]1[C:37]2([CH2:40][NH2+:39][CH2:38]2)[CH2:36][O:35]1.[CH2:34]1[C:37]2([CH2:40][NH2+:39][CH2:38]2)[CH2:36][O:35]1.